This data is from Peptide-MHC class I binding affinity with 185,985 pairs from IEDB/IMGT. The task is: Regression. Given a peptide amino acid sequence and an MHC pseudo amino acid sequence, predict their binding affinity value. This is MHC class I binding data. (1) The peptide sequence is TPGPGIRYPL. The MHC is HLA-A33:01 with pseudo-sequence HLA-A33:01. The binding affinity (normalized) is 0. (2) The peptide sequence is LTVKHMANV. The MHC is HLA-B15:09 with pseudo-sequence HLA-B15:09. The binding affinity (normalized) is 0.0847. (3) The MHC is HLA-A02:12 with pseudo-sequence HLA-A02:12. The peptide sequence is KTVRYWHRF. The binding affinity (normalized) is 0.0847. (4) The peptide sequence is IELPEKDSW. The MHC is HLA-A23:01 with pseudo-sequence HLA-A23:01. The binding affinity (normalized) is 0.